Task: Predict which catalyst facilitates the given reaction.. Dataset: Catalyst prediction with 721,799 reactions and 888 catalyst types from USPTO Reactant: C(OC([N:8]1[CH2:13][CH2:12][CH:11]([N:14]2[C:22](=[O:23])[C:21]3[C:16](=[CH:17][C:18]([N+:28]([O-:30])=[O:29])=[C:19]([O:24][CH:25]([CH3:27])[CH3:26])[CH:20]=3)[C:15]2=[O:31])[CH2:10][CH2:9]1)=O)(C)(C)C.C(O)(C(F)(F)F)=O.C([O-])(O)=O.[Na+]. Product: [CH:25]([O:24][C:19]1[CH:20]=[C:21]2[C:16](=[CH:17][C:18]=1[N+:28]([O-:30])=[O:29])[C:15](=[O:31])[N:14]([CH:11]1[CH2:12][CH2:13][NH:8][CH2:9][CH2:10]1)[C:22]2=[O:23])([CH3:27])[CH3:26]. The catalyst class is: 2.